This data is from Forward reaction prediction with 1.9M reactions from USPTO patents (1976-2016). The task is: Predict the product of the given reaction. (1) Given the reactants [CH3:1][O:2][C:3](=[O:14])[C:4]1[CH:9]=[CH:8][CH:7]=[C:6]([N+:10]([O-])=O)[C:5]=1[F:13].[ClH:15].CO, predict the reaction product. The product is: [ClH:15].[NH2:10][C:6]1[C:5]([F:13])=[C:4]([CH:9]=[CH:8][CH:7]=1)[C:3]([O:2][CH3:1])=[O:14]. (2) Given the reactants [Cl:1][C:2]1[CH:7]=[CH:6][C:5]([N:8]2[CH2:13][CH2:12][N:11]([C:14]([NH:16][C@H:17]([C@H:21]([C:23]3[C:31]4[C:26](=[CH:27][CH:28]=[CH:29][CH:30]=4)[NH:25][CH:24]=3)[CH3:22])[C:18]([OH:20])=O)=[O:15])[CH2:10][CH2:9]2)=[CH:4][CH:3]=1.[CH3:32][N:33]([CH2:35][C:36]1[CH:37]=[C:38]([CH:40]=[CH:41][CH:42]=1)[NH2:39])[CH3:34].CCN=C=NCCCN(C)C.C1C=CC2N(O)N=NC=2C=1.C(=O)([O-])O.[Na+], predict the reaction product. The product is: [Cl:1][C:2]1[CH:3]=[CH:4][C:5]([N:8]2[CH2:9][CH2:10][N:11]([C:14]([NH:16][C@@H:17]([C:18]([NH:39][C:38]3[CH:40]=[CH:41][CH:42]=[C:36]([CH2:35][N:33]([CH3:34])[CH3:32])[CH:37]=3)=[O:20])[C@H:21]([C:23]3[C:31]4[C:26](=[CH:27][CH:28]=[CH:29][CH:30]=4)[NH:25][CH:24]=3)[CH3:22])=[O:15])[CH2:12][CH2:13]2)=[CH:6][CH:7]=1. (3) Given the reactants [CH2:1]([O:8][C:9]([NH:11][C@H:12]1[CH2:17][CH2:16][N:15](C(OC(C)(C)C)=O)[CH2:14][C@H:13]1[O:25][CH3:26])=[O:10])[C:2]1[CH:7]=[CH:6][CH:5]=[CH:4][CH:3]=1.Cl.C(OCC)(=O)C, predict the reaction product. The product is: [CH3:26][O:25][C@H:13]1[C@@H:12]([NH:11][C:9](=[O:10])[O:8][CH2:1][C:2]2[CH:7]=[CH:6][CH:5]=[CH:4][CH:3]=2)[CH2:17][CH2:16][NH:15][CH2:14]1. (4) The product is: [ClH:21].[F:1][C:2]1[CH:3]=[CH:4][C:5]([OH:20])=[C:6]([C@H:8]2[CH2:12][CH2:11][CH2:10][NH:9]2)[CH:7]=1. Given the reactants [F:1][C:2]1[CH:3]=[CH:4][C:5]([OH:20])=[C:6]([C@H:8]2[CH2:12][CH2:11][CH2:10][N:9]2C(OC(C)(C)C)=O)[CH:7]=1.[ClH:21], predict the reaction product.